From a dataset of Reaction yield outcomes from USPTO patents with 853,638 reactions. Predict the reaction yield, written as a fraction of the theoretical maximum amount of product (1.0 means a 100% yield; for example, 0.34 means a 34% yield). (1) The product is [CH2:23]([O:22][C:5]1[C:4]2[C:9](=[CH:10][CH:11]=[C:2]([F:1])[CH:3]=2)[C:8](=[O:12])[N:7]([CH2:13][CH:14]([CH3:16])[CH3:15])[C:6]=1[C:17]([O:19][CH2:20][CH3:21])=[O:18])[CH2:24][CH2:25][CH3:26]. The yield is 0.849. The catalyst is O1CCCC1. The reactants are [F:1][C:2]1[CH:3]=[C:4]2[C:9](=[CH:10][CH:11]=1)[C:8](=[O:12])[N:7]([CH2:13][CH:14]([CH3:16])[CH3:15])[C:6]([C:17]([O:19][CH2:20][CH3:21])=[O:18])=[C:5]2[OH:22].[CH2:23](O)[CH2:24][CH2:25][CH3:26].C(P(CCCC)CCCC)CCC.N(C(N1CCCCC1)=O)=NC(N1CCCCC1)=O. (2) The reactants are [CH2:1]([N:8]=[N+:9]=[N-:10])[C:2]1[CH:7]=[CH:6][CH:5]=[CH:4][CH:3]=1.[C:11]1([OH:27])[C:22]2[C:21]3[CH:23]=[CH:24][CH:25]=[CH:26][C:20]=3[CH2:19][CH2:18][C:17]#[C:16][C:15]=2[CH:14]=[CH:13][CH:12]=1. The catalyst is CO. The product is [CH2:1]([N:8]1[C:18]2=[CH:19][C:20]3[C:21]([CH2:23][CH:24]=[CH:25][CH:26]=3)=[C:22]3[CH:11]([OH:27])[CH:12]=[CH:13][CH:14]=[C:15]3[CH:16]=[C:17]2[N:10]=[N:9]1)[C:2]1[CH:7]=[CH:6][CH:5]=[CH:4][CH:3]=1. The yield is 0.970. (3) The reactants are [CH3:1][S:2][CH:3]([C:5]1[CH:6]=[CH:7][C:8]([C:11]([Cl:14])([Cl:13])[Cl:12])=[N:9][CH:10]=1)[CH3:4].[N:15]#[C:16][NH2:17].C(O)(=O)C.C(O)(=O)C.IC1C=CC=CC=1. The catalyst is C1COCC1. The product is [CH3:1][S:2]([CH:3]([C:5]1[CH:10]=[N:9][C:8]([C:11]([Cl:14])([Cl:13])[Cl:12])=[CH:7][CH:6]=1)[CH3:4])=[N:17][C:16]#[N:15]. The yield is 0.400. (4) The reactants are [F:1][C:2]1[C:3]([O:11][CH2:12][C:13]2[CH:18]=[CH:17][CH:16]=[CH:15][CH:14]=2)=[C:4]([CH:8]=[CH:9][CH:10]=1)[C:5](O)=[O:6].ClC(OCC)=O.[NH3:25]. The catalyst is C1COCC1. The product is [F:1][C:2]1[C:3]([O:11][CH2:12][C:13]2[CH:18]=[CH:17][CH:16]=[CH:15][CH:14]=2)=[C:4]([CH:8]=[CH:9][CH:10]=1)[C:5]([NH2:25])=[O:6]. The yield is 0.990.